Dataset: Reaction yield outcomes from USPTO patents with 853,638 reactions. Task: Predict the reaction yield, written as a fraction of the theoretical maximum amount of product (1.0 means a 100% yield; for example, 0.34 means a 34% yield). (1) The reactants are [C:1]1([CH2:7][CH2:8][CH2:9][C:10](O)=[O:11])[CH:6]=[CH:5][CH:4]=[CH:3][CH:2]=1.[H-].[Al+3].[Li+].[H-].[H-].[H-].C(OCC)(=O)C. The catalyst is O1CCCC1. The product is [C:1]1([CH2:7][CH2:8][CH2:9][CH2:10][OH:11])[CH:6]=[CH:5][CH:4]=[CH:3][CH:2]=1. The yield is 0.920. (2) The reactants are [C:1]([O:5][C:6]([N:8]1[CH2:11][C:10](=O)[CH2:9]1)=[O:7])([CH3:4])([CH3:3])[CH3:2].Cl.[F:14][CH:15]1[CH2:20][CH2:19][NH:18][CH2:17][CH2:16]1.C(O[BH-](OC(=O)C)OC(=O)C)(=O)C.[Na+]. The catalyst is ClCCCl. The product is [C:1]([O:5][C:6]([N:8]1[CH2:11][CH:10]([N:18]2[CH2:19][CH2:20][CH:15]([F:14])[CH2:16][CH2:17]2)[CH2:9]1)=[O:7])([CH3:4])([CH3:3])[CH3:2]. The yield is 0.390. (3) The reactants are [C:1](Cl)(=[O:8])[C:2]1[CH:7]=[CH:6][CH:5]=[CH:4][CH:3]=1.[CH2:10]([O:17][C:18]1[CH:23]=[C:22]([O:24][CH2:25][C:26]2[CH:31]=[CH:30][CH:29]=[CH:28][CH:27]=2)[CH:21]=[CH:20][C:19]=1[CH:32]1[CH2:37][CH2:36][NH:35][CH2:34][CH2:33]1)[C:11]1[CH:16]=[CH:15][CH:14]=[CH:13][CH:12]=1. The catalyst is O1CCCC1.C(N(CC)C(C)C)(C)C. The product is [CH2:10]([O:17][C:18]1[CH:23]=[C:22]([O:24][CH2:25][C:26]2[CH:27]=[CH:28][CH:29]=[CH:30][CH:31]=2)[CH:21]=[CH:20][C:19]=1[CH:32]1[CH2:37][CH2:36][N:35]([C:1]([C:2]2[CH:7]=[CH:6][CH:5]=[CH:4][CH:3]=2)=[O:8])[CH2:34][CH2:33]1)[C:11]1[CH:12]=[CH:13][CH:14]=[CH:15][CH:16]=1. The yield is 0.800. (4) The reactants are [CH3:1][O:2][C:3]1[CH:4]=[CH:5][C:6]([CH2:12][S:13]([CH2:16][C:17](O)=O)(=[O:15])=[O:14])=[N:7][C:8]=1[N+:9]([O-:11])=[O:10].[CH3:20][O:21][C:22]1[CH:29]=[C:28]([O:30][CH3:31])[CH:27]=[C:26]([O:32][CH3:33])[C:23]=1C=O.C(OC(=O)C)(=O)C. The catalyst is C1(C)C=CC=CC=1. The product is [CH3:1][O:2][C:3]1[C:8]([N+:9]([O-:11])=[O:10])=[N:7][C:6]([CH2:12][S:13](/[CH:16]=[CH:17]/[C:23]2[C:26]([O:32][CH3:33])=[CH:27][C:28]([O:30][CH3:31])=[CH:29][C:22]=2[O:21][CH3:20])(=[O:14])=[O:15])=[CH:5][CH:4]=1. The yield is 0.350. (5) The reactants are Br[C:2]1[CH:9]=[C:8]([F:10])[CH:7]=[CH:6][C:3]=1[C:4]#[N:5].C([Mg]Cl)(C)C.CN([CH:19]=[O:20])C.Cl. The catalyst is C1COCC1. The product is [F:10][C:8]1[CH:7]=[CH:6][C:3]([C:4]#[N:5])=[C:2]([CH:19]=[O:20])[CH:9]=1. The yield is 0.710.